Binary Classification. Given a miRNA mature sequence and a target amino acid sequence, predict their likelihood of interaction. From a dataset of Experimentally validated miRNA-target interactions with 360,000+ pairs, plus equal number of negative samples. (1) The miRNA is hsa-miR-4740-3p with sequence GCCCGAGAGGAUCCGUCCCUGC. The protein sequence of the target gene is MAPWSHPSAQLQPVGGDAVSPALMVLLCLGLSLGPRTHVQAGNLSKATLWAEPGSVISRGNSVTIRCQGTLEAQEYRLVKEGSPEPWDTQNPLEPKNKARFSIPSMTEHHAGRYRCYYYSPAGWSEPSDPLELVVTGFYNKPTLSALPSPVVTSGENVTLQCGSRLRFDRFILTEEGDHKLSWTLDSQLTPSGQFQALFPVGPVTPSHRWMLRCYGSRRHILQVWSEPSDLLEIPVSGAADNLSPSQNKSDSGTASHLQDYAVENLIRMGMAGLILVVLGILIFQDWHSQRSPQAAAGR. Result: 1 (interaction). (2) The miRNA is hsa-miR-4643 with sequence GACACAUGACCAUAAAUGCUAA. The protein sequence of the target gene is MTHQDLSITAKLINGGVAGLVGVTCVFPIDLAKTRLQNQHGKAMYKGMIDCLMKTARAEGFFGMYRGAAVNLTLVTPEKAIKLAANDFFRRLLMEDGMQRNLKMEMLAGCGAGMCQVVVTCPMEMLKIQLQDAGRLAVHHQGSASAPSTSRSYTTGSASTHRRPSATLIAWELLRTQGLAGLYRGLGATLLRDIPFSIIYFPLFANLNNLGFNELAGKASFAHSFVSGCVAGSIAAVAVTPLDVLKTRIQTLKKGLGEDMYSGITDCARKLWIQEGPSAFMKGAGCRALVIAPLFGIAQG.... Result: 0 (no interaction).